Dataset: Reaction yield outcomes from USPTO patents with 853,638 reactions. Task: Predict the reaction yield, written as a fraction of the theoretical maximum amount of product (1.0 means a 100% yield; for example, 0.34 means a 34% yield). (1) The product is [NH2:26][C:17]1[CH:18]=[C:19]([C:22]([F:24])([F:23])[F:25])[CH:20]=[CH:21][C:16]=1[S:13]([NH:12][C:9]1[CH:10]=[CH:11][C:2]([Cl:1])=[C:3]2[C:8]=1[N:7]=[CH:6][CH:5]=[CH:4]2)(=[O:14])=[O:15]. The reactants are [Cl:1][C:2]1[CH:11]=[CH:10][C:9]([NH:12][S:13]([C:16]2[CH:21]=[CH:20][C:19]([C:22]([F:25])([F:24])[F:23])=[CH:18][C:17]=2[N+:26]([O-])=O)(=[O:15])=[O:14])=[C:8]2[C:3]=1[CH:4]=[CH:5][CH:6]=[N:7]2.Cl[Sn]Cl. The yield is 0.920. The catalyst is CCO. (2) The reactants are C([N:8]1[CH2:13][CH2:12][CH:11]([CH2:14][NH2:15])[CH2:10][CH2:9]1)(OC(C)(C)C)=O.CCN(C(C)C)C(C)C.[F:25][C:26]([F:41])([F:40])[C:27]1[CH:28]=[C:29]([CH:33]=[C:34]([C:36]([F:39])([F:38])[F:37])[CH:35]=1)[C:30](Cl)=[O:31].Cl. The catalyst is C(Cl)Cl.O. The product is [NH:8]1[CH2:9][CH2:10][CH:11]([CH2:14][NH:15][C:30](=[O:31])[C:29]2[CH:33]=[C:34]([C:36]([F:37])([F:38])[F:39])[CH:35]=[C:27]([C:26]([F:25])([F:40])[F:41])[CH:28]=2)[CH2:12][CH2:13]1. The yield is 0.970.